This data is from Catalyst prediction with 721,799 reactions and 888 catalyst types from USPTO. The task is: Predict which catalyst facilitates the given reaction. (1) Reactant: [OH-].[Li+].[CH3:3][CH:4]([C:8]1[CH:17]=[CH:16][C:11]([C:12]([O:14]C)=[O:13])=[CH:10][CH:9]=1)[CH2:5][CH2:6][CH3:7]. Product: [CH3:3][CH:4]([C:8]1[CH:9]=[CH:10][C:11]([C:12]([OH:14])=[O:13])=[CH:16][CH:17]=1)[CH2:5][CH2:6][CH3:7]. The catalyst class is: 193. (2) Reactant: [CH2:1]([N:8](CC1C=CC=CC=1)[CH2:9][CH2:10][O:11][C:12]([F:18])([F:17])[C:13](OC)=[O:14])[C:2]1[CH:7]=[CH:6][CH:5]=[CH:4][CH:3]=1. Product: [CH2:1]([N:8]1[CH2:9][CH2:10][O:11][C:12]([F:18])([F:17])[C:13]1=[O:14])[C:2]1[CH:7]=[CH:6][CH:5]=[CH:4][CH:3]=1. The catalyst class is: 50. (3) Reactant: C(N(CC)CC)C.[C:8]1([S:14](Cl)(=[O:16])=[O:15])[CH:13]=[CH:12][CH:11]=[CH:10][CH:9]=1.[NH2:18][C:19]1[N:24]=[C:23]([C:25]2[CH:32]=[CH:31][C:28]([C:29]#[N:30])=[C:27]([F:33])[CH:26]=2)[CH:22]=[C:21]([N:34]2[C@H:39]([CH3:40])[CH2:38][O:37][C@H:36]([CH2:41][NH2:42])[CH2:35]2)[N:20]=1. Product: [NH2:18][C:19]1[N:20]=[C:21]([N:34]2[C@H:39]([CH3:40])[CH2:38][O:37][C@H:36]([CH2:41][NH:42][S:14]([C:8]3[CH:13]=[CH:12][CH:11]=[CH:10][CH:9]=3)(=[O:16])=[O:15])[CH2:35]2)[CH:22]=[C:23]([C:25]2[CH:32]=[CH:31][C:28]([C:29]#[N:30])=[C:27]([F:33])[CH:26]=2)[N:24]=1. The catalyst class is: 1. (4) Reactant: [F:1][C:2]1[CH:7]=[CH:6][C:5]([N:8]2[CH2:13][CH2:12][N:11]([S:14]([C:17]3[CH:22]=[CH:21][CH:20]=[C:19]([CH:23]4[CH2:28][CH2:27][NH:26][CH2:25][CH2:24]4)[CH:18]=3)(=[O:16])=[O:15])[C@H:10]([CH3:29])[CH2:9]2)=[C:4]([C:30]([F:33])([F:32])[F:31])[CH:3]=1.[CH3:34][C:35]([CH3:37])=O.Cl. Product: [F:1][C:2]1[CH:7]=[CH:6][C:5]([N:8]2[CH2:13][CH2:12][N:11]([S:14]([C:17]3[CH:22]=[CH:21][CH:20]=[C:19]([CH:23]4[CH2:28][CH2:27][N:26]([CH:35]([CH3:37])[CH3:34])[CH2:25][CH2:24]4)[CH:18]=3)(=[O:16])=[O:15])[C@H:10]([CH3:29])[CH2:9]2)=[C:4]([C:30]([F:33])([F:31])[F:32])[CH:3]=1. The catalyst class is: 28. (5) Reactant: [CH3:1][Mg]I.[C:4]1([CH:10]([C:16]2[CH:21]=[CH:20][CH:19]=[CH:18][CH:17]=2)[N:11]2[CH2:14][C:13](=[O:15])[CH2:12]2)[CH:9]=[CH:8][CH:7]=[CH:6][CH:5]=1. Product: [C:16]1([CH:10]([C:4]2[CH:5]=[CH:6][CH:7]=[CH:8][CH:9]=2)[N:11]2[CH2:14][C:13]([CH3:1])([OH:15])[CH2:12]2)[CH:17]=[CH:18][CH:19]=[CH:20][CH:21]=1. The catalyst class is: 27. (6) The catalyst class is: 13. Reactant: [F:1][C:2]([F:12])([F:11])[CH2:3][CH2:4][S:5][CH2:6][CH2:7][C:8]([OH:10])=O.[Cl:13][C:14]1(NCC)[CH:18]=[CH:17][N:16]([C:19]2[CH:20]=[N:21][CH:22]=[CH:23][CH:24]=2)[NH:15]1.[CH:28]([N:31](C(C)C)CC)(C)[CH3:29]. Product: [Cl:13][C:14]1[C:18]([N:31]([CH2:28][CH3:29])[C:8](=[O:10])[CH2:7][CH2:6][S:5][CH2:4][CH2:3][C:2]([F:1])([F:12])[F:11])=[CH:17][N:16]([C:19]2[CH:20]=[N:21][CH:22]=[CH:23][CH:24]=2)[N:15]=1. (7) Reactant: [O:1]1[CH:5]=[CH:4][CH:3]=[C:2]1[CH2:6][NH:7][S:8]([C:11]1[CH:12]=[C:13]([CH:17]=[CH:18][C:19]([OH:21])=O)[CH:14]=[CH:15][CH:16]=1)(=[O:10])=[O:9].C(OC(Cl)=O)C.[OH-:28].[K+].[NH2:30]O. Product: [O:1]1[CH:5]=[CH:4][CH:3]=[C:2]1[CH2:6][NH:7][S:8]([C:11]1[CH:12]=[C:13]([CH:17]=[CH:18][C:19]([NH:30][OH:28])=[O:21])[CH:14]=[CH:15][CH:16]=1)(=[O:10])=[O:9]. The catalyst class is: 83.